Predict which catalyst facilitates the given reaction. From a dataset of Catalyst prediction with 721,799 reactions and 888 catalyst types from USPTO. Reactant: B.C1COCC1.[N+:7]([C:10]1[CH:15]=[CH:14][C:13]([CH2:16][CH2:17][C:18]([N:20]2[CH2:25][CH2:24][N:23]([C:26]([O:28][C:29]([CH3:32])([CH3:31])[CH3:30])=[O:27])[CH2:22][CH2:21]2)=O)=[CH:12][CH:11]=1)([O-:9])=[O:8].C1COCC1. Product: [N+:7]([C:10]1[CH:11]=[CH:12][C:13]([CH2:16][CH2:17][CH2:18][N:20]2[CH2:21][CH2:22][N:23]([C:26]([O:28][C:29]([CH3:32])([CH3:31])[CH3:30])=[O:27])[CH2:24][CH2:25]2)=[CH:14][CH:15]=1)([O-:9])=[O:8]. The catalyst class is: 5.